This data is from Peptide-MHC class II binding affinity with 134,281 pairs from IEDB. The task is: Regression. Given a peptide amino acid sequence and an MHC pseudo amino acid sequence, predict their binding affinity value. This is MHC class II binding data. The peptide sequence is NAYYVMTVGTKTFLV. The MHC is DRB1_1501 with pseudo-sequence DRB1_1501. The binding affinity (normalized) is 0.813.